Predict the reaction yield, written as a fraction of the theoretical maximum amount of product (1.0 means a 100% yield; for example, 0.34 means a 34% yield). From a dataset of Reaction yield outcomes from USPTO patents with 853,638 reactions. (1) The yield is 0.916. No catalyst specified. The reactants are [ClH:1].[NH2:2][C@H:3]([C:9]([OH:11])=[O:10])[CH2:4][CH2:5][CH2:6][CH2:7][NH2:8].[CH3:12]O. The product is [ClH:1].[ClH:1].[CH3:12][O:10][C:9](=[O:11])[C@H:3]([CH2:4][CH2:5][CH2:6][CH2:7][NH2:8])[NH2:2]. (2) The catalyst is C(Cl)Cl.CO. The product is [C:48]([OH:55])(=[O:54])/[CH:49]=[CH:50]/[C:51]([OH:53])=[O:52].[CH3:25][C:23]([CH3:24])([CH3:26])[CH2:22][NH:21][C:20](=[O:27])[C@H:18]([CH3:19])[CH2:17][C@H:16]([OH:28])[C@@H:15]([NH2:14])[CH2:29][N:30]1[CH2:35][C:34](=[O:36])[N:33]([C:37]2[CH:42]=[C:41]([F:43])[CH:40]=[CH:39][C:38]=2[Cl:44])[CH2:32][C:31]1([CH3:45])[CH3:46].[NH2:83][C@@H:64]([CH2:65][N:66]1[CH2:71][C:70](=[O:72])[N:69]([C:73]2[CH:78]=[C:77]([F:79])[CH:76]=[CH:75][C:74]=2[Cl:80])[CH2:68][C:67]1([CH3:81])[CH3:82])[C@@H:63]([OH:84])[CH2:62][C@@H:61]([CH3:85])[C:60]([NH:59][CH2:58][C:57]([CH3:87])([CH3:56])[CH3:88])=[O:86]. The reactants are FC(F)(F)C(O)=O.C(OC(=O)[NH:14][C@@H:15]([CH2:29][N:30]1[CH2:35][C:34](=[O:36])[N:33]([C:37]2[CH:42]=[C:41]([F:43])[CH:40]=[CH:39][C:38]=2[Cl:44])[CH2:32][C:31]1([CH3:46])[CH3:45])[C@@H:16]([OH:28])[CH2:17][C@H:18]([C:20](=[O:27])[NH:21][CH2:22][C:23]([CH3:26])([CH3:25])[CH3:24])[CH3:19])(C)(C)C.[C:48]([OH:55])(=[O:54])/[CH:49]=[CH:50]/[C:51]([OH:53])=[O:52].[CH3:56][C:57]([CH3:88])([CH3:87])[CH2:58][NH:59][C:60](=[O:86])[C@H:61]([CH3:85])[CH2:62][C@H:63]([OH:84])[C@@H:64]([NH2:83])[CH2:65][N:66]1[CH2:71][C:70](=[O:72])[N:69]([C:73]2[CH:78]=[C:77]([F:79])[CH:76]=[CH:75][C:74]=2[Cl:80])[CH2:68][C:67]1([CH3:82])[CH3:81]. The yield is 0.700. (3) The reactants are [C:1]1([C:7](=[O:9])[CH3:8])[CH:6]=[CH:5][CH:4]=[CH:3][CH:2]=1.O. The catalyst is C(OCC)(=O)C. The product is [C:1]1([CH:7]([OH:9])[CH3:8])[CH:6]=[CH:5][CH:4]=[CH:3][CH:2]=1. The yield is 0.700. (4) The reactants are [Br:1][C:2]1[CH:14]=[CH:13][C:12]2[C:11]3[C:6](=[CH:7][CH:8]=[CH:9][CH:10]=3)[NH:5][C:4]=2[CH:3]=1.I[C:16]1[CH:21]=[CH:20][CH:19]=[CH:18][N:17]=1.P([O-])([O-])([O-])=O.[K+].[K+].[K+].C1C(N)CCC(N)C1. The product is [Br:1][C:2]1[CH:14]=[CH:13][C:12]2[C:11]3[C:6](=[CH:7][CH:8]=[CH:9][CH:10]=3)[N:5]([C:16]3[CH:21]=[CH:20][CH:19]=[CH:18][N:17]=3)[C:4]=2[CH:3]=1. The catalyst is [Cu](I)I.O.O1CCOCC1. The yield is 0.430. (5) The reactants are [F:1][C:2]([F:23])([F:22])[C:3]1[CH:4]=[C:5]([C:9]2[CH:14]=[C:13]([C:15]([F:18])([F:17])[F:16])[N:12]3[N:19]=[CH:20][CH:21]=[C:11]3[N:10]=2)[CH:6]=[CH:7][CH:8]=1.C([O-])(=O)C.[Na+].[I:29]Cl. The catalyst is C(O)(=O)C.O. The product is [I:29][C:21]1[CH:20]=[N:19][N:12]2[C:13]([C:15]([F:18])([F:17])[F:16])=[CH:14][C:9]([C:5]3[CH:6]=[CH:7][CH:8]=[C:3]([C:2]([F:1])([F:22])[F:23])[CH:4]=3)=[N:10][C:11]=12. The yield is 0.940. (6) The product is [N:26]([CH2:6][CH:7]1[N:12]2[C:13]3[CH:14]=[CH:15][CH:16]=[C:17]([F:20])[C:18]=3[CH:19]=[C:11]2[C:10]2[N:21]=[C:22]([Cl:25])[CH:23]=[CH:24][C:9]=2[O:8]1)=[N+:27]=[N-:28]. The yield is 0.974. The catalyst is CN(C=O)C. The reactants are CS(O[CH2:6][CH:7]1[N:12]2[C:13]3[CH:14]=[CH:15][CH:16]=[C:17]([F:20])[C:18]=3[CH:19]=[C:11]2[C:10]2[N:21]=[C:22]([Cl:25])[CH:23]=[CH:24][C:9]=2[O:8]1)(=O)=O.[N-:26]=[N+:27]=[N-:28].[Na+].O. (7) The reactants are [Br:1][C:2]1[CH:11]=[CH:10][C:9]2[N:8]([C:12]([CH:14]3[CH2:16][CH2:15]3)=[O:13])[C@@H:7]([CH3:17])[CH2:6][CH2:5][C:4]=2[C:3]=1[OH:18].Br[CH:20]1[CH2:23][CH2:22][CH2:21]1.C(=O)([O-])[O-].[Cs+].[Cs+]. The catalyst is C(#N)C. The product is [Br:1][C:2]1[C:3]([O:18][CH:20]2[CH2:23][CH2:22][CH2:21]2)=[C:4]2[C:9](=[CH:10][CH:11]=1)[N:8]([C:12]([CH:14]1[CH2:16][CH2:15]1)=[O:13])[C@@H:7]([CH3:17])[CH2:6][CH2:5]2. The yield is 0.850. (8) The reactants are C[C@]12[C@@]3(C)[C@@H]([C@]4(C)[C@@H](CC3)C(C)(C)C(C3C=CC(C(OC)=O)=CC=3)=CC4)CC[C@@H]1[C@H]1[C@H](C(C)=C)CC[C@]1(NC(N)=S)CC2.C(N(CC)C(C)C)(C)C.Br[CH2:54][C:55]([C:57]1[CH:61]=[CH:60][S:59][CH:58]=1)=[O:56].[CH3:62][C@:63]12[C@@:80]3([CH3:81])[C@@H:71]([C@:72]4([CH3:94])[C@@H:77]([CH2:78][CH2:79]3)[C:76]([CH3:83])([CH3:82])[C:75]([C:84]3[CH:93]=[CH:92][C:87]([C:88]([O:90][CH3:91])=[O:89])=[CH:86][CH:85]=3)=[CH:74][CH2:73]4)[CH2:70][CH2:69][C@@H:68]1[C@H:67]1[C@H:95]([C:98]([CH3:100])=[CH2:99])[CH2:96][CH2:97][C@:66]1([NH:101][C:102]1[S:103][CH:104]=[C:105]([C:107]3[CH:111]=[CH:110][S:109][CH:108]=3)[N:106]=1)[CH2:65][CH2:64]2. The catalyst is CN(C=O)C.O. The product is [CH3:62][C@:63]12[C@@:80]3([CH3:81])[C@@H:71]([C@:72]4([CH3:94])[C@@H:77]([CH2:78][CH2:79]3)[C:76]([CH3:82])([CH3:83])[C:75]([C:84]3[CH:93]=[CH:92][C:87]([C:88]([O:90][CH3:91])=[O:89])=[CH:86][CH:85]=3)=[CH:74][CH2:73]4)[CH2:70][CH2:69][C@@H:68]1[C@H:67]1[C@H:95]([C:98]([CH3:100])=[CH2:99])[CH2:96][CH2:97][C@:66]1([N:101]([CH2:54][C:55](=[O:56])[C:57]1[CH:61]=[CH:60][S:59][CH:58]=1)[C:102]1[S:103][CH:104]=[C:105]([C:107]3[CH:111]=[CH:110][S:109][CH:108]=3)[N:106]=1)[CH2:65][CH2:64]2. The yield is 0.820. (9) The reactants are [NH2:1][C:2]1[NH:7][C:6](=[O:8])[C:5]2=[CH:9][N:10]=[C:11]([C@H:12]3[CH2:17][CH2:16][C@H:15]([C:18]([O:20][CH3:21])=[O:19])[CH2:14][CH2:13]3)[N:4]2[N:3]=1.[I:22]N1C(=O)CCC1=O. The catalyst is CN(C=O)C. The product is [NH2:1][C:2]1[NH:7][C:6](=[O:8])[C:5]2=[C:9]([I:22])[N:10]=[C:11]([C@H:12]3[CH2:13][CH2:14][C@H:15]([C:18]([O:20][CH3:21])=[O:19])[CH2:16][CH2:17]3)[N:4]2[N:3]=1. The yield is 0.799. (10) The reactants are [CH2:1]([NH:3][C:4]1[CH:9]=[CH:8][CH:7]=[CH:6][CH:5]=1)[CH3:2].[CH2:10](Br)[CH:11]=[CH2:12].C([O-])([O-])=O.[K+].[K+]. The catalyst is CC(C)=O.O.CCOC(C)=O. The product is [CH2:10]([N:3]([CH2:1][CH3:2])[C:4]1[CH:9]=[CH:8][CH:7]=[CH:6][CH:5]=1)[CH:11]=[CH2:12]. The yield is 1.00.